From a dataset of Catalyst prediction with 721,799 reactions and 888 catalyst types from USPTO. Predict which catalyst facilitates the given reaction. (1) Reactant: O[C@H:2]1[C@H:6]([O:7][CH3:8])[CH2:5][N:4]([C:9]([O:11][CH2:12][C:13]2[CH:18]=[CH:17][CH:16]=[CH:15][CH:14]=2)=[O:10])[CH2:3]1.CCN(S(F)(F)[F:25])CC. Product: [F:25][CH:2]1[C@H:6]([O:7][CH3:8])[CH2:5][N:4]([C:9]([O:11][CH2:12][C:13]2[CH:18]=[CH:17][CH:16]=[CH:15][CH:14]=2)=[O:10])[CH2:3]1. The catalyst class is: 2. (2) Reactant: CO[CH:3]1[CH2:7][CH2:6][CH:5](OC)O1.Cl.[S:11]([N:21]1[C:25]2[N:26]=[CH:27][C:28]3[N:29]([C:30]([C@@H:33]4[CH2:37][CH2:36][C@H:35]([NH2:38])[CH2:34]4)=[N:31][N:32]=3)[C:24]=2[CH:23]=[CH:22]1)([C:14]1[CH:20]=[CH:19][C:17]([CH3:18])=[CH:16][CH:15]=1)(=[O:13])=[O:12].CC([O-])=O.[Na+]. Product: [N:38]1([C@H:35]2[CH2:36][CH2:37][C@@H:33]([C:30]3[N:29]4[C:24]5[CH:23]=[CH:22][N:21]([S:11]([C:14]6[CH:15]=[CH:16][C:17]([CH3:18])=[CH:19][CH:20]=6)(=[O:13])=[O:12])[C:25]=5[N:26]=[CH:27][C:28]4=[N:32][N:31]=3)[CH2:34]2)[CH:3]=[CH:7][CH:6]=[CH:5]1. The catalyst class is: 232. (3) Reactant: [CH:1]1[CH:7]=[CH:6][NH:5][C:3](=[S:4])[CH:2]=1.Cl.[NH2:9][CH2:10][CH2:11][SH:12]. Product: [N:5]1[CH:6]=[CH:7][CH:1]=[CH:2][C:3]=1[S:4][S:12][CH2:11][CH2:10][NH2:9]. The catalyst class is: 130.